Task: Predict the reaction yield, written as a fraction of the theoretical maximum amount of product (1.0 means a 100% yield; for example, 0.34 means a 34% yield).. Dataset: Reaction yield outcomes from USPTO patents with 853,638 reactions (1) The reactants are Cl.Cl.[NH2:3][CH2:4][C@@:5]1([OH:13])[CH:10]2[CH2:11][CH2:12][N:7]([CH2:8][CH2:9]2)[CH2:6]1.[N:14]1([C:19]2[N:24]=[CH:23][N:22]=[C:21]([N:25]=[C:26](SC)SC)[CH:20]=2)[CH:18]=[CH:17][N:16]=[CH:15]1.C(=O)([O-])[O-].[Cs+].[Cs+]. The catalyst is CN(C=O)C. The product is [N:14]1([C:19]2[N:24]=[CH:23][N:22]=[C:21]([NH:25][C:26]3[O:13][C@:5]4([CH2:4][N:3]=3)[CH:10]3[CH2:9][CH2:8][N:7]([CH2:12][CH2:11]3)[CH2:6]4)[CH:20]=2)[CH:18]=[CH:17][N:16]=[CH:15]1. The yield is 0.830. (2) The product is [CH3:33][CH:31]1[NH:30][CH:29]([CH3:41])[CH2:28][N:27]([CH2:26][C:25]2[CH:42]=[CH:43][C:22]([CH:9]3[NH:10][C:11]4[C:12]5[C:13](=[N:14][NH:15][C:16](=[O:21])[C:17]=5[CH:18]=[CH:19][CH:20]=4)[CH:8]3[C:5]3[CH:4]=[CH:3][C:2]([F:1])=[CH:7][CH:6]=3)=[CH:23][CH:24]=2)[CH2:32]1. The catalyst is Cl.CC#N. The reactants are [F:1][C:2]1[CH:7]=[CH:6][C:5]([CH:8]2[C:13]3=[N:14][NH:15][C:16](=[O:21])[C:17]4[CH:18]=[CH:19][CH:20]=[C:11]([C:12]=43)[NH:10][CH:9]2[C:22]2[CH:43]=[CH:42][C:25]([CH2:26][N:27]3[CH2:32][C@@H:31]([CH3:33])[N:30](C(OC(C)(C)C)=O)[C@H:29]([CH3:41])[CH2:28]3)=[CH:24][CH:23]=2)=[CH:4][CH:3]=1. The yield is 0.530. (3) The reactants are [CH:1]1([N:7]2[C:12]([OH:13])=[C:11]([C:14]([NH:16][CH2:17][C:18]([O:20]CC)=[O:19])=[O:15])[C:10](=[O:23])[NH:9][C:8]2=[O:24])[CH2:6][CH2:5][CH2:4][CH2:3][CH2:2]1.[OH-].[Na+].Cl. The catalyst is C(O)C. The product is [CH:1]1([N:7]2[C:12]([OH:13])=[C:11]([C:14]([NH:16][CH2:17][C:18]([OH:20])=[O:19])=[O:15])[C:10](=[O:23])[NH:9][C:8]2=[O:24])[CH2:2][CH2:3][CH2:4][CH2:5][CH2:6]1. The yield is 0.840. (4) The reactants are [Cl-].[NH4+].[O:3]=[C:4]([N:24]1[CH2:29][CH2:28][N:27]([C:30](=[O:41])[C:31]2[CH:36]=[CH:35][CH:34]=[CH:33][C:32]=2[C:37]([F:40])([F:39])[F:38])[CH2:26][CH2:25]1)[CH2:5][NH:6][C:7]([C:9]1[CH:14]=[CH:13][C:12]([C:15]2[CH:20]=[CH:19][CH:18]=[C:17]([N+:21]([O-])=O)[CH:16]=2)=[CH:11][CH:10]=1)=[O:8]. The catalyst is C1COCC1.O.[Fe]. The product is [O:3]=[C:4]([N:24]1[CH2:25][CH2:26][N:27]([C:30](=[O:41])[C:31]2[CH:36]=[CH:35][CH:34]=[CH:33][C:32]=2[C:37]([F:39])([F:40])[F:38])[CH2:28][CH2:29]1)[CH2:5][NH:6][C:7]([C:9]1[CH:14]=[CH:13][C:12]([C:15]2[CH:20]=[CH:19][CH:18]=[C:17]([NH2:21])[CH:16]=2)=[CH:11][CH:10]=1)=[O:8]. The yield is 0.493.